This data is from Reaction yield outcomes from USPTO patents with 853,638 reactions. The task is: Predict the reaction yield, written as a fraction of the theoretical maximum amount of product (1.0 means a 100% yield; for example, 0.34 means a 34% yield). The reactants are [CH2:1]([O:3][C:4]([C:6]1[CH2:15][C:14]2[C:9](=[C:10]([Cl:16])[CH:11]=[CH:12][CH:13]=2)[NH:8][C:7]=1[C:17]1[CH:18]=[N:19][CH:20]=[CH:21][CH:22]=1)=[O:5])[CH3:2]. The catalyst is ClC1C=CC=CC=1.O=[Mn]=O. The product is [CH2:1]([O:3][C:4]([C:6]1[C:7]([C:17]2[CH:18]=[N:19][CH:20]=[CH:21][CH:22]=2)=[N:8][C:9]2[C:14]([CH:15]=1)=[CH:13][CH:12]=[CH:11][C:10]=2[Cl:16])=[O:5])[CH3:2]. The yield is 0.790.